Dataset: Peptide-MHC class II binding affinity with 134,281 pairs from IEDB. Task: Regression. Given a peptide amino acid sequence and an MHC pseudo amino acid sequence, predict their binding affinity value. This is MHC class II binding data. (1) The peptide sequence is ARRRLRTLVLAPTRV. The binding affinity (normalized) is 0.820. The MHC is HLA-DQA10102-DQB10501 with pseudo-sequence HLA-DQA10102-DQB10501. (2) The peptide sequence is MSQIMYNYPAMRAHA. The MHC is DRB1_0405 with pseudo-sequence DRB1_0405. The binding affinity (normalized) is 0.514. (3) The peptide sequence is LGASPYKLGPSPKAR. The MHC is DRB5_0101 with pseudo-sequence DRB5_0101. The binding affinity (normalized) is 0.661. (4) The peptide sequence is TLTPMMSSKFPELGM. The MHC is HLA-DQA10401-DQB10402 with pseudo-sequence HLA-DQA10401-DQB10402. The binding affinity (normalized) is 0.0699.